From a dataset of Full USPTO retrosynthesis dataset with 1.9M reactions from patents (1976-2016). Predict the reactants needed to synthesize the given product. (1) Given the product [CH2:3]([O:10][C:11]1[CH:16]=[CH:15][C:14]([CH:17]([C:23]([CH3:24])=[O:25])[C:18]([O:20][CH2:21][CH3:22])=[O:19])=[CH:13][CH:12]=1)[C:4]1[CH:5]=[CH:6][CH:7]=[CH:8][CH:9]=1, predict the reactants needed to synthesize it. The reactants are: [H-].[Na+].[CH2:3]([O:10][C:11]1[CH:16]=[CH:15][C:14]([CH2:17][C:18]([O:20][CH2:21][CH3:22])=[O:19])=[CH:13][CH:12]=1)[C:4]1[CH:9]=[CH:8][CH:7]=[CH:6][CH:5]=1.[C:23](OCC)(=[O:25])[CH3:24]. (2) Given the product [CH3:37][S:38]([N:17]1[CH2:18][CH2:19][N:14]([C:12]2[CH:11]=[CH:10][C:9]([NH:20][C:21]([C:23]3[O:24][C:25]([C:28]#[N:29])=[CH:26][CH:27]=3)=[O:22])=[C:8]([N:5]3[CH2:4][CH2:3][CH:2]([CH3:1])[CH2:7][CH2:6]3)[CH:13]=2)[CH2:15][CH2:16]1)(=[O:40])=[O:39], predict the reactants needed to synthesize it. The reactants are: [CH3:1][CH:2]1[CH2:7][CH2:6][N:5]([C:8]2[CH:13]=[C:12]([N:14]3[CH2:19][CH2:18][NH:17][CH2:16][CH2:15]3)[CH:11]=[CH:10][C:9]=2[NH:20][C:21]([C:23]2[O:24][C:25]([C:28]#[N:29])=[CH:26][CH:27]=2)=[O:22])[CH2:4][CH2:3]1.FC(F)(F)C(O)=O.[CH3:37][S:38](Cl)(=[O:40])=[O:39].CCN(C(C)C)C(C)C. (3) Given the product [NH:6]1[C:7]2[C:15](=[CH:14][C:13]3[CH2:12][CH2:11][CH2:10][C:9]=3[CH:8]=2)[C:3](=[O:17])[C:4]1=[O:5], predict the reactants needed to synthesize it. The reactants are: ON=[CH:3][C:4]([NH:6][C:7]1[CH:8]=[C:9]2[C:13](=[CH:14][CH:15]=1)[CH2:12][CH2:11][CH2:10]2)=[O:5].S(=O)(=O)(O)[OH:17]. (4) Given the product [Cl:1][C:2]1[N:3]=[CH:4][N:5]=[C:6]([C:8]2[CH:13]=[CH:12][C:11]([NH2:14])=[CH:10][C:9]=2[O:17][CH3:18])[CH:7]=1, predict the reactants needed to synthesize it. The reactants are: [Cl:1][C:2]1[CH:7]=[C:6]([C:8]2[CH:13]=[CH:12][C:11]([N+:14]([O-])=O)=[CH:10][C:9]=2[O:17][CH3:18])[N:5]=[CH:4][N:3]=1.C(O)(=O)C. (5) Given the product [N+:12]([C:11]1[CH:10]=[C:9]2[C:4]([C:5](=[O:21])[N:6]([NH:16][S:17]([CH3:20])(=[O:19])=[O:18])[C:7](=[O:15])[NH:8]2)=[CH:3][C:2]=1[NH:25][CH2:24][C:23]([F:27])([F:26])[F:22])([O-:14])=[O:13], predict the reactants needed to synthesize it. The reactants are: F[C:2]1[CH:3]=[C:4]2[C:9](=[CH:10][C:11]=1[N+:12]([O-:14])=[O:13])[NH:8][C:7](=[O:15])[N:6]([NH:16][S:17]([CH3:20])(=[O:19])=[O:18])[C:5]2=[O:21].[F:22][C:23]([F:27])([F:26])[CH2:24][NH2:25].C(OCC)(=O)C.